The task is: Predict the product of the given reaction.. This data is from Forward reaction prediction with 1.9M reactions from USPTO patents (1976-2016). (1) Given the reactants [Br:1][C:2]1[CH:7]=[CH:6][C:5]2[C:8]3[C:13](Cl)=[N:12][CH:11]=[N:10][C:9]=3[S:15][C:4]=2[CH:3]=1.[Cl:16][C:17]1[CH:18]=[C:19]([NH2:32])[CH:20]=[CH:21][C:22]=1[O:23][CH2:24][C:25]1[CH:30]=[CH:29][CH:28]=[C:27]([F:31])[CH:26]=1.Cl, predict the reaction product. The product is: [Br:1][C:2]1[CH:7]=[CH:6][C:5]2[C:8]3[C:13]([NH:32][C:19]4[CH:20]=[CH:21][C:22]([O:23][CH2:24][C:25]5[CH:30]=[CH:29][CH:28]=[C:27]([F:31])[CH:26]=5)=[C:17]([Cl:16])[CH:18]=4)=[N:12][CH:11]=[N:10][C:9]=3[S:15][C:4]=2[CH:3]=1. (2) Given the reactants Br[C:2]1[C:7]([CH3:8])=[CH:6][C:5]([CH2:9][C:10]([O:12][CH3:13])=[O:11])=[C:4]([Cl:14])[CH:3]=1.[CH3:15][C:16]1([CH3:32])[C:20]([CH3:22])([CH3:21])[O:19][B:18]([B:18]2[O:19][C:20]([CH3:22])([CH3:21])[C:16]([CH3:32])([CH3:15])[O:17]2)[O:17]1.CC([O-])=O.[K+], predict the reaction product. The product is: [Cl:14][C:4]1[CH:3]=[C:2]([B:18]2[O:19][C:20]([CH3:22])([CH3:21])[C:16]([CH3:32])([CH3:15])[O:17]2)[C:7]([CH3:8])=[CH:6][C:5]=1[CH2:9][C:10]([O:12][CH3:13])=[O:11]. (3) Given the reactants [C:1]([O:5][C:6](=[O:33])[N:7]([CH:9]([CH3:32])[C:10]([NH:12][C:13]1[CH:18]=[CH:17][C:16](Br)=[C:15]([C:20]#[C:21][C:22]2[CH:31]=[CH:30][C:29]3[C:24](=[CH:25][CH:26]=[CH:27][CH:28]=3)[CH:23]=2)[N:14]=1)=[O:11])[CH3:8])([CH3:4])([CH3:3])[CH3:2].[N:34]1[C:43]2[C:38](=[CH:39][CH:40]=[CH:41][CH:42]=2)[CH:37]=[C:36](B(O)O)[CH:35]=1.C([O-])([O-])=O.[Na+].[Na+].O1CCOCC1, predict the reaction product. The product is: [C:1]([O:5][C:6](=[O:33])[N:7]([CH3:8])[CH:9]([CH3:32])[C:10]([NH:12][C:13]1[CH:18]=[CH:17][C:16]([C:36]2[CH:35]=[N:34][C:43]3[C:38]([CH:37]=2)=[CH:39][CH:40]=[CH:41][CH:42]=3)=[C:15]([C:20]#[C:21][C:22]2[CH:31]=[CH:30][C:29]3[C:24](=[CH:25][CH:26]=[CH:27][CH:28]=3)[CH:23]=2)[N:14]=1)=[O:11])([CH3:4])([CH3:3])[CH3:2]. (4) Given the reactants [CH:1]([C:4]1[CH:9]=[CH:8][C:7]([C:10]2[C:11]3[C:22]([CH3:23])=[CH:21][C:20]4[CH2:19][CH2:18][CH2:17][CH2:16][C:15]=4[C:12]=3[O:13][CH:14]=2)=[CH:6][CH:5]=1)([CH3:3])[CH3:2], predict the reaction product. The product is: [CH:1]([C:4]1[CH:5]=[CH:6][C:7]([CH:10]2[CH2:14][O:13][C:12]3[C:15]4[CH2:16][CH2:17][CH2:18][CH2:19][C:20]=4[CH:21]=[C:22]([CH3:23])[C:11]2=3)=[CH:8][CH:9]=1)([CH3:3])[CH3:2]. (5) The product is: [Cl:4][C:5]1[CH:6]=[C:7]([CH:32]2[CH:31]([C:34]([O:36][CH2:37][CH3:38])=[O:35])[CH2:30][CH2:29][N:28]([CH3:27])[CH2:33]2)[CH:8]=[CH:9][C:10]=1[Cl:11]. Given the reactants [Mg].II.[Cl:4][C:5]1[CH:6]=[C:7](Br)[CH:8]=[CH:9][C:10]=1[Cl:11].ClC1C=C(Br)C=CC=1Cl.C(OCC)C.[CH3:27][N:28]1[CH2:33][CH:32]=[C:31]([C:34]([O:36][CH2:37][CH3:38])=[O:35])[CH2:30][CH2:29]1, predict the reaction product. (6) Given the reactants [Br:1][C:2]1[CH:3]=[C:4]([CH3:20])[C:5]2[N:9]=[C:8]([C:10]3[C:11]([O:17]C)=[N:12][CH:13]=[CH:14][C:15]=3I)[NH:7][C:6]=2[CH:19]=1.[ClH:21], predict the reaction product. The product is: [Br:1][C:2]1[CH:3]=[C:4]([CH3:20])[C:5]2[N:9]=[C:8]([C:10]3[C:11](=[O:17])[NH:12][CH:13]=[CH:14][C:15]=3[Cl:21])[NH:7][C:6]=2[CH:19]=1.